This data is from Peptide-MHC class I binding affinity with 185,985 pairs from IEDB/IMGT. The task is: Regression. Given a peptide amino acid sequence and an MHC pseudo amino acid sequence, predict their binding affinity value. This is MHC class I binding data. (1) The peptide sequence is TAFTIPST. The MHC is HLA-B53:01 with pseudo-sequence HLA-B53:01. The binding affinity (normalized) is 0. (2) The peptide sequence is FLDWIKDIM. The MHC is HLA-A02:03 with pseudo-sequence HLA-A02:03. The binding affinity (normalized) is 0.474. (3) The peptide sequence is TVLDVGDAY. The MHC is HLA-A24:02 with pseudo-sequence HLA-A24:02. The binding affinity (normalized) is 0. (4) The peptide sequence is SPASFFSSW. The MHC is HLA-B54:01 with pseudo-sequence HLA-B54:01. The binding affinity (normalized) is 0.128. (5) The peptide sequence is KFFPSSSYR. The MHC is HLA-A01:01 with pseudo-sequence HLA-A01:01. The binding affinity (normalized) is 0.0847.